This data is from Ames mutagenicity test results for genotoxicity prediction. The task is: Regression/Classification. Given a drug SMILES string, predict its toxicity properties. Task type varies by dataset: regression for continuous values (e.g., LD50, hERG inhibition percentage) or binary classification for toxic/non-toxic outcomes (e.g., AMES mutagenicity, cardiotoxicity, hepatotoxicity). Dataset: ames. (1) The compound is CC/C=C/C=C/C=C/C=C/C=C/OCC(O)CO. The result is 1 (mutagenic). (2) The compound is COC(=O)c1cc2c(c3c1ccc1c(OC)cccc13)OCO2. The result is 1 (mutagenic). (3) The molecule is Cc1cccc(C)c1NO. The result is 1 (mutagenic). (4) The drug is CN(C[C@H](O)CO)N=O. The result is 1 (mutagenic). (5) The compound is CCCCCC. The result is 0 (non-mutagenic). (6) The molecule is ClCc1c2ccccc2cc2ccccc12. The result is 1 (mutagenic). (7) The molecule is CCCCCCCCCCCCCCCCCCOC(=O)CCc1cc(C(C)(C)C)c(O)c(C(C)(C)C)c1. The result is 0 (non-mutagenic).